Dataset: Reaction yield outcomes from USPTO patents with 853,638 reactions. Task: Predict the reaction yield, written as a fraction of the theoretical maximum amount of product (1.0 means a 100% yield; for example, 0.34 means a 34% yield). The reactants are [F:1][C:2]1[CH:3]=[C:4]([CH:10]([C:18]2[NH:22][C:21]([C:23]3[CH:28]=[CH:27][CH:26]=[CH:25][N:24]=3)=[CH:20][CH:19]=2)[CH2:11][CH:12]2[CH2:17][CH2:16][O:15][CH2:14][CH2:13]2)[CH:5]=[CH:6][C:7]=1SC.O1CCC[CH2:30]1.O.O[O:36][S:37]([O-:39])=O.[K+]. The catalyst is C(OCC)(=O)C.CO. The product is [F:1][C:2]1[CH:3]=[C:4]([CH:10]([C:18]2[NH:22][C:21]([C:23]3[CH:28]=[CH:27][CH:26]=[CH:25][N:24]=3)=[CH:20][CH:19]=2)[CH2:11][CH:12]2[CH2:17][CH2:16][O:15][CH2:14][CH2:13]2)[CH:5]=[CH:6][C:7]=1[S:37]([CH3:30])(=[O:39])=[O:36]. The yield is 0.410.